Dataset: CYP2D6 inhibition data for predicting drug metabolism from PubChem BioAssay. Task: Regression/Classification. Given a drug SMILES string, predict its absorption, distribution, metabolism, or excretion properties. Task type varies by dataset: regression for continuous measurements (e.g., permeability, clearance, half-life) or binary classification for categorical outcomes (e.g., BBB penetration, CYP inhibition). Dataset: cyp2d6_veith. The molecule is Cc1ccc(CSc2nnc3c(n2)OC2(Nc4ccccc4-3)C(=O)Nc3ccc(F)cc32)cc1. The result is 1 (inhibitor).